Dataset: Full USPTO retrosynthesis dataset with 1.9M reactions from patents (1976-2016). Task: Predict the reactants needed to synthesize the given product. (1) Given the product [OH:1][C:2]1[C:3]([N+:11]([O-:13])=[O:12])=[C:4]([CH:8]=[CH:9][CH:10]=1)[C:5]([NH:20][C:19]1[CH:21]=[CH:22][C:16]([O:15][CH3:14])=[CH:17][CH:18]=1)=[O:7], predict the reactants needed to synthesize it. The reactants are: [OH:1][C:2]1[C:3]([N+:11]([O-:13])=[O:12])=[C:4]([CH:8]=[CH:9][CH:10]=1)[C:5]([OH:7])=O.[CH3:14][O:15][C:16]1[CH:22]=[CH:21][C:19]([NH2:20])=[CH:18][CH:17]=1.Cl.C(N=C=NCCCN(C)C)C.ON1C2C=CC=CC=2N=N1. (2) Given the product [Cl:28][C:23]1[CH:22]=[C:21]([CH2:20][CH2:19][C:18]([OH:29])=[O:17])[CH:26]=[CH:25][C:24]=1[O:27][CH2:2][C:3]1[C:4]([S:9][CH:10]2[CH2:14][CH2:13][CH2:12][CH2:11]2)=[N:5][CH:6]=[CH:7][CH:8]=1, predict the reactants needed to synthesize it. The reactants are: Cl[CH2:2][C:3]1[C:4]([S:9][CH:10]2[CH2:14][CH2:13][CH2:12][CH2:11]2)=[N:5][CH:6]=[CH:7][CH:8]=1.C([O:17][C:18](=[O:29])[CH2:19][CH2:20][C:21]1[CH:26]=[CH:25][C:24]([OH:27])=[C:23]([Cl:28])[CH:22]=1)C. (3) Given the product [Br:1][C:2]1[CH:3]=[C:4]([CH:12]2[C:21]3[C:16](=[CH:17][C:18]([N:22]([CH3:24])[CH3:23])=[CH:19][CH:20]=3)[O:15][CH:14]([OH:32])[CH2:13]2)[CH:5]=[C:6]([O:10][CH3:11])[C:7]=1[O:8][CH3:9], predict the reactants needed to synthesize it. The reactants are: [Br:1][C:2]1[CH:3]=[C:4]([CH:12]2[C:21]3[C:16](=[CH:17][C:18]([N:22]([CH3:24])[CH3:23])=[CH:19][CH:20]=3)[O:15][CH:14](N3CCOCC3)[CH2:13]2)[CH:5]=[C:6]([O:10][CH3:11])[C:7]=1[O:8][CH3:9].C([O-])(O)=[O:32].[Na+]. (4) Given the product [Br:1][C:4]1[S:3][C:12]2[CH2:11][CH2:10][C:9]3[CH:13]=[CH:14][CH:15]=[CH:16][C:8]=3[C:7](=[C:17]3[CH2:22][CH2:21][N:20]([CH3:23])[CH2:19][CH2:18]3)[C:6]=2[CH:5]=1, predict the reactants needed to synthesize it. The reactants are: [Br:1]Br.[S:3]1[C:12]2[CH2:11][CH2:10][C:9]3[CH:13]=[CH:14][CH:15]=[CH:16][C:8]=3[C:7](=[C:17]3[CH2:22][CH2:21][N:20]([CH3:23])[CH2:19][CH2:18]3)[C:6]=2[CH:5]=[CH:4]1.C(=O)(O)[O-].[Na+]. (5) Given the product [O-2:9].[Ca+2:3].[NH2:4][C@H:5]([C:10]([OH:12])=[O:11])[CH2:6][C:7](=[O:9])[NH2:8], predict the reactants needed to synthesize it. The reactants are: O.[O-2].[Ca+2:3].[NH2:4][C@H:5]([C:10]([OH:12])=[O:11])[CH2:6][C:7](=[O:9])[NH2:8]. (6) The reactants are: [NH2:1][C:2]1[C:3]([C:9]([NH:11][C:12]2[CH:13]=[N:14][N:15]([CH2:31][CH:32]([F:34])[F:33])[C:16]=2[N:17]2[CH2:23][CH2:22][CH2:21][C@@H:20]([NH:24][C:25](=[O:30])[C:26]([F:29])([F:28])[F:27])[CH2:19][CH2:18]2)=[O:10])=[N:4][C:5](Br)=[CH:6][CH:7]=1.[F:35][C:36]1[CH:41]=[CH:40][CH:39]=[CH:38][C:37]=1B(O)O.C([O-])(=O)C.[K+].C(=O)([O-])[O-].[Na+].[Na+]. Given the product [NH2:1][C:2]1[C:3]([C:9]([NH:11][C:12]2[CH:13]=[N:14][N:15]([CH2:31][CH:32]([F:34])[F:33])[C:16]=2[N:17]2[CH2:23][CH2:22][CH2:21][C@@H:20]([NH:24][C:25](=[O:30])[C:26]([F:29])([F:28])[F:27])[CH2:19][CH2:18]2)=[O:10])=[N:4][C:5]([C:37]2[CH:38]=[CH:39][CH:40]=[CH:41][C:36]=2[F:35])=[CH:6][CH:7]=1, predict the reactants needed to synthesize it. (7) Given the product [CH2:20]([O:24][C:2]1[CH:19]=[CH:18][C:5]([C:6]([CH:8]2[CH2:13][CH2:12][N:11]([CH2:14][C:15]([OH:17])=[O:16])[CH2:10][CH2:9]2)=[O:7])=[CH:4][CH:3]=1)[C:21]#[C:22][CH3:23], predict the reactants needed to synthesize it. The reactants are: F[C:2]1[CH:19]=[CH:18][C:5]([C:6]([CH:8]2[CH2:13][CH2:12][N:11]([CH2:14][C:15]([OH:17])=[O:16])[CH2:10][CH2:9]2)=[O:7])=[CH:4][CH:3]=1.[CH2:20]([OH:24])[C:21]#[C:22][CH3:23].[OH-].[Na+].Cl. (8) Given the product [Br:1][C:2]1[CH:3]=[C:4]2[C:5]([C:9]([C:11]3[CH:12]=[N:13][C:14]([Cl:17])=[CH:15][CH:16]=3)=[N:19][NH:20]2)=[CH:6][C:7]=1[F:8], predict the reactants needed to synthesize it. The reactants are: [Br:1][C:2]1[C:7]([F:8])=[CH:6][C:5]([C:9]([C:11]2[CH:12]=[N:13][C:14]([Cl:17])=[CH:15][CH:16]=2)=O)=[C:4](F)[CH:3]=1.[NH:19](C(OC(C)(C)C)=O)[NH2:20].C(O)(=O)C.